The task is: Predict the product of the given reaction.. This data is from Forward reaction prediction with 1.9M reactions from USPTO patents (1976-2016). (1) Given the reactants [OH:1][C:2]1[CH:7]=[CH:6][C:5]([C:8]2[C:9]([CH2:21][N:22]([C:40]3[CH:45]=[CH:44][CH:43]=[CH:42][C:41]=3[O:46][CH3:47])C(OCC3C4C=CC=CC=4C4C3=CC=CC=4)=O)=[C:10]3[C:15](=[CH:16][CH:17]=2)[NH:14][C:13]([CH3:19])([CH3:18])[CH:12]=[C:11]3[CH3:20])=[C:4]([O:48][CH3:49])[CH:3]=1.[C:50](N1C=CN=C1)(N1C=CN=C1)=[O:51].[CH3:62][N:63]([CH3:68])[CH2:64][CH2:65][NH:66][CH3:67], predict the reaction product. The product is: [CH3:62][N:63]([CH3:68])[CH2:64][CH2:65][N:66]([C:50]([O:1][C:2]1[CH:7]=[CH:6][C:5]([C:8]2[C:9]([CH2:21][NH:22][C:40]3[CH:45]=[CH:44][CH:43]=[CH:42][C:41]=3[O:46][CH3:47])=[C:10]3[C:15](=[CH:16][CH:17]=2)[NH:14][C:13]([CH3:19])([CH3:18])[CH:12]=[C:11]3[CH3:20])=[C:4]([O:48][CH3:49])[CH:3]=1)=[O:51])[CH3:67]. (2) Given the reactants Cl[C:2]1[N:7]=[C:6]([O:8][C:9]2[C:35]([CH3:36])=[CH:34][C:33]([F:37])=[CH:32][C:10]=2[CH2:11][NH:12][C:13]([NH:15][C:16]2[N:20]([C:21]3[CH:26]=[CH:25][C:24]([CH3:27])=[CH:23][CH:22]=3)[N:19]=[C:18]([C:28]([CH3:31])([CH3:30])[CH3:29])[CH:17]=2)=[O:14])[CH:5]=[CH:4][N:3]=1.C(O)(=O)CC(CC(O)=O)(C(O)=O)O.[NH:51]1[CH2:56][CH2:55][O:54][CH2:53][CH2:52]1, predict the reaction product. The product is: [O:54]1[CH2:55][CH2:56][N:51]([C:2]2[N:7]=[C:6]([O:8][C:9]3[C:35]([CH3:36])=[CH:34][C:33]([F:37])=[CH:32][C:10]=3[CH2:11][NH:12][C:13]([NH:15][C:16]3[N:20]([C:21]4[CH:26]=[CH:25][C:24]([CH3:27])=[CH:23][CH:22]=4)[N:19]=[C:18]([C:28]([CH3:29])([CH3:31])[CH3:30])[CH:17]=3)=[O:14])[CH:5]=[CH:4][N:3]=2)[CH2:52][CH2:53]1. (3) Given the reactants F[C:2]1[CH:9]=[CH:8][CH:7]=[C:6]([I:10])[C:3]=1[C:4]#[N:5].C(=O)(O)O.[NH2:15][C:16]([NH2:18])=[NH:17], predict the reaction product. The product is: [I:10][C:6]1[CH:7]=[CH:8][CH:9]=[C:2]2[C:3]=1[C:4]([NH2:5])=[N:17][C:16]([NH2:18])=[N:15]2. (4) The product is: [CH2:16]([O:15][C:14]1[N:13]=[N:12][C:11]([C:23]#[C:24][C:25]2[CH2:30][CH2:29][O:28][CH2:27][CH:26]=2)=[CH:10][C:9]=1[O:8][CH2:1][C:2]1[CH:3]=[CH:4][CH:5]=[CH:6][CH:7]=1)[C:17]1[CH:18]=[CH:19][CH:20]=[CH:21][CH:22]=1. Given the reactants [CH2:1]([O:8][C:9]1[CH:10]=[C:11]([C:23]#[C:24][C:25]2(O)[CH2:30][CH2:29][O:28][CH2:27][CH2:26]2)[N:12]=[N:13][C:14]=1[O:15][CH2:16][C:17]1[CH:22]=[CH:21][CH:20]=[CH:19][CH:18]=1)[C:2]1[CH:7]=[CH:6][CH:5]=[CH:4][CH:3]=1.C(N(CC)CC)C.CS(Cl)(=O)=O.O, predict the reaction product. (5) Given the reactants [Cl:1][C:2]1[C:11]([C:12]2([C:16]#[N:17])[CH2:15][CH2:14][CH2:13]2)=[CH:10][CH:9]=[CH:8][C:3]=1[C:4]([O:6]C)=[O:5].O.[OH-].[Li+], predict the reaction product. The product is: [Cl:1][C:2]1[C:11]([C:12]2([C:16]#[N:17])[CH2:15][CH2:14][CH2:13]2)=[CH:10][CH:9]=[CH:8][C:3]=1[C:4]([OH:6])=[O:5]. (6) Given the reactants Cl[S:2]([CH2:5][CH2:6][CH2:7][NH:8][C:9](=[O:11])[CH3:10])(=[O:4])=[O:3].[OH:12][CH2:13][C:14]([CH3:27])([CH3:26])[C:15]([O:17][CH2:18][CH2:19][O:20][C:21]([O:23][CH2:24][CH3:25])=[O:22])=[O:16].C(N(CC)CC)C, predict the reaction product. The product is: [C:9]([NH:8][CH2:7][CH2:6][CH2:5][S:2]([O:12][CH2:13][C:14]([CH3:26])([CH3:27])[C:15]([O:17][CH2:18][CH2:19][O:20][C:21]([O:23][CH2:24][CH3:25])=[O:22])=[O:16])(=[O:4])=[O:3])(=[O:11])[CH3:10].